The task is: Predict the product of the given reaction.. This data is from Forward reaction prediction with 1.9M reactions from USPTO patents (1976-2016). Given the reactants [CH3:1][N:2]1[CH:6]=[CH:5][C:4]([C:7](=[CH2:18])[C:8]([O:10]CC2C=CC=CC=2)=[O:9])=[N:3]1, predict the reaction product. The product is: [CH3:1][N:2]1[CH:6]=[CH:5][C:4]([CH:7]([CH3:18])[C:8]([OH:10])=[O:9])=[N:3]1.